Dataset: Reaction yield outcomes from USPTO patents with 853,638 reactions. Task: Predict the reaction yield, written as a fraction of the theoretical maximum amount of product (1.0 means a 100% yield; for example, 0.34 means a 34% yield). (1) The reactants are [N+:1]([O-:4])(O)=[O:2].[Cl:5][C:6]1[CH:11]=[CH:10][C:9]([CH3:12])=[CH:8][N+:7]=1[O-:13].C(=O)([O-])[O-].[Na+].[Na+]. The catalyst is S(=O)(=O)(O)O. The product is [Cl:5][C:6]1[CH:11]=[C:10]([N+:1]([O-:4])=[O:2])[C:9]([CH3:12])=[CH:8][N+:7]=1[O-:13]. The yield is 0.800. (2) The yield is 0.190. The product is [CH2:1]([N:3]1[C:12]2[C:11](=[O:13])[NH:10][CH2:9][C:8]([C:14]3[CH:19]=[CH:18][CH:17]=[CH:16][C:15]=3[OH:20])=[N:7][C:6]=2[C:5]([CH3:22])=[N:4]1)[CH3:2]. The catalyst is ClCCl. The reactants are [CH2:1]([N:3]1[C:12]2[C:11](=[O:13])[NH:10][CH2:9][C:8]([C:14]3[CH:19]=[CH:18][CH:17]=[CH:16][C:15]=3[O:20]C)=[N:7][C:6]=2[C:5]([CH3:22])=[N:4]1)[CH3:2].B(Br)(Br)Br. (3) The reactants are [CH:1]([C:3]1[NH:4][CH:5]=[CH:6][C:7]=1[C:8]1[CH:13]=[CH:12][C:11]([CH3:14])=[CH:10][CH:9]=1)=O.CC([O-])=[O:17].[K+].Cl.[CH3:21][NH2:22].[BH4-].[Na+].[OH2:25]. The catalyst is C(O)(=O)C.[N+](C)([O-])=O. The product is [N+:22]([CH2:21][CH2:1][C:3]1[NH:4][CH:5]=[CH:6][C:7]=1[C:8]1[CH:13]=[CH:12][C:11]([CH3:14])=[CH:10][CH:9]=1)([O-:17])=[O:25]. The yield is 0.740. (4) The reactants are [Zn](CC)[CH2:2]C.[CH2:6]([O:13][C:14]([CH:16]1[CH2:21][CH2:20][C:19](=[CH2:22])[CH2:18][CH2:17]1)=[O:15])[C:7]1[CH:12]=[CH:11][CH:10]=[CH:9][CH:8]=1.C(I)I. The catalyst is C1(C)C=CC=CC=1. The product is [CH2:6]([O:13][C:14]([CH:16]1[CH2:21][CH2:20][C:19]2([CH2:2][CH2:22]2)[CH2:18][CH2:17]1)=[O:15])[C:7]1[CH:12]=[CH:11][CH:10]=[CH:9][CH:8]=1. The yield is 0.770. (5) The reactants are [C:1]([O:5][C:6]([N:8]1[CH2:17][C:16]2[N:12]([C:13]([CH:18]3[CH2:23][CH2:22][C:21](=[O:24])[CH2:20][CH2:19]3)=[N:14][N:15]=2)[C:11]2[CH:25]=[CH:26][C:27]([Cl:29])=[CH:28][C:10]=2[CH2:9]1)=[O:7])([CH3:4])([CH3:3])[CH3:2].[C:30]1([CH3:38])[CH:35]=[CH:34][CH:33]=[CH:32][C:31]=1[Mg]Cl. The catalyst is O1CCCC1. The product is [C:1]([O:5][C:6]([N:8]1[CH2:17][C:16]2[N:12]([C:13]([CH:18]3[CH2:19][CH2:20][C:21]([OH:24])([C:31]4[CH:32]=[CH:33][CH:34]=[CH:35][C:30]=4[CH3:38])[CH2:22][CH2:23]3)=[N:14][N:15]=2)[C:11]2[CH:25]=[CH:26][C:27]([Cl:29])=[CH:28][C:10]=2[CH2:9]1)=[O:7])([CH3:4])([CH3:2])[CH3:3]. The yield is 0.700. (6) The reactants are [O:1]1[C:5]2[CH:6]=[CH:7][C:8]([O:10][C:11]3[CH:17]=[CH:16][C:14](N)=[CH:13][CH:12]=3)=[CH:9][C:4]=2[O:3][CH2:2]1.OS(O)(=O)=O.N([O-])=O.[Na+].[I-:27].[Na+]. The catalyst is COCCOC.O.CCOC(C)=O. The product is [I:27][C:14]1[CH:16]=[CH:17][C:11]([O:10][C:8]2[CH:7]=[CH:6][C:5]3[O:1][CH2:2][O:3][C:4]=3[CH:9]=2)=[CH:12][CH:13]=1. The yield is 0.770. (7) The reactants are CCCC[N+](CCCC)(CCCC)CCCC.[F-].[Si]([O:36][C@H:37]1[CH2:42][CH2:41][C@@:40]([C@H:44]2[CH2:52][CH2:51][C@@:50]3([CH3:53])[C@@H:46]([CH2:47][CH2:48][C@:49]3([C:55]3[O:56][CH:57]=[CH:58][CH:59]=3)[OH:54])[C@@H:45]2[CH2:60][OH:61])([CH3:43])[C@@H:39]([CH2:62][OH:63])[CH2:38]1)(C(C)(C)C)(C1C=CC=CC=1)C1C=CC=CC=1. The catalyst is C1COCC1. The product is [O:56]1[CH:57]=[CH:58][CH:59]=[C:55]1[C@@:49]1([OH:54])[C@:50]2([CH3:53])[C@H:46]([C@H:45]([CH2:60][OH:61])[C@@H:44]([C@@:40]3([CH3:43])[CH2:41][CH2:42][C@H:37]([OH:36])[CH2:38][C@@H:39]3[CH2:62][OH:63])[CH2:52][CH2:51]2)[CH2:47][CH2:48]1. The yield is 1.00. (8) The reactants are [Cl:1][C:2]1[CH:3]=[C:4]2[C:8](=[CH:9][CH:10]=1)[N:7]([C:11]1[CH:16]=[CH:15][C:14]([N+:17]([O-])=O)=[CH:13][C:12]=1[Cl:20])[CH:6]=[C:5]2[C:21](=[O:23])[CH3:22].[H][H]. The catalyst is [Pd].CO. The product is [NH2:17][C:14]1[CH:15]=[CH:16][C:11]([N:7]2[C:8]3[C:4](=[CH:3][C:2]([Cl:1])=[CH:10][CH:9]=3)[C:5]([C:21](=[O:23])[CH3:22])=[CH:6]2)=[C:12]([Cl:20])[CH:13]=1. The yield is 0.980. (9) The reactants are [Cl:1][C:2]1[CH:7]=[CH:6][C:5]([C:8]2[CH:13]=[CH:12][CH:11]=[C:10]([F:14])[CH:9]=2)=[CH:4][C:3]=1[CH2:15][NH:16][C:17]1[C:18]([F:31])=[C:19]([CH:27]=[CH:28][C:29]=1[F:30])[O:20][CH2:21][C:22]([O:24]CC)=[O:23].[OH-].[Na+]. The catalyst is C1COCC1. The product is [Cl:1][C:2]1[CH:7]=[CH:6][C:5]([C:8]2[CH:13]=[CH:12][CH:11]=[C:10]([F:14])[CH:9]=2)=[CH:4][C:3]=1[CH2:15][NH:16][C:17]1[C:18]([F:31])=[C:19]([CH:27]=[CH:28][C:29]=1[F:30])[O:20][CH2:21][C:22]([OH:24])=[O:23]. The yield is 0.880.